From a dataset of Catalyst prediction with 721,799 reactions and 888 catalyst types from USPTO. Predict which catalyst facilitates the given reaction. Reactant: [NH2:1][C:2]1[CH:3]=[CH:4][C:5]([O:8][CH3:9])=[N:6][CH:7]=1.CCN(C(C)C)C(C)C.[C:19]1([CH3:29])[C:20]([S:25](Cl)(=[O:27])=[O:26])=[CH:21][CH:22]=[CH:23][CH:24]=1.Cl. Product: [CH3:9][O:8][C:5]1[N:6]=[CH:7][C:2]([NH:1][S:25]([C:20]2[CH:21]=[CH:22][CH:23]=[CH:24][C:19]=2[CH3:29])(=[O:27])=[O:26])=[CH:3][CH:4]=1. The catalyst class is: 49.